From a dataset of Forward reaction prediction with 1.9M reactions from USPTO patents (1976-2016). Predict the product of the given reaction. (1) Given the reactants [Br:1][C:2]1[CH:8]=[CH:7][C:5]([NH2:6])=[CH:4][C:3]=1[N+:9]([O-:11])=[O:10].N1C=CC=CC=1.[C:18]1([S:24](Cl)(=[O:26])=[O:25])[CH:23]=[CH:22][CH:21]=[CH:20][CH:19]=1, predict the reaction product. The product is: [Br:1][C:2]1[CH:8]=[CH:7][C:5]([NH:6][S:24]([C:18]2[CH:23]=[CH:22][CH:21]=[CH:20][CH:19]=2)(=[O:26])=[O:25])=[CH:4][C:3]=1[N+:9]([O-:11])=[O:10]. (2) The product is: [CH3:24][C:25]1[N:26]=[C:27]([C:2]2[C:3]3[N:11]=[N:10][N:9]([CH2:12][C:13]4[CH:18]=[CH:17][CH:16]=[C:15]([C:19]5([OH:23])[CH2:22][CH2:21][CH2:20]5)[N:14]=4)[C:4]=3[N:5]=[C:6]([NH2:8])[N:7]=2)[S:28][CH:29]=1. Given the reactants Cl[C:2]1[C:3]2[N:11]=[N:10][N:9]([CH2:12][C:13]3[CH:18]=[CH:17][CH:16]=[C:15]([C:19]4([OH:23])[CH2:22][CH2:21][CH2:20]4)[N:14]=3)[C:4]=2[N:5]=[C:6]([NH2:8])[N:7]=1.[CH3:24][C:25]1[N:26]=[CH:27][S:28][CH:29]=1, predict the reaction product.